This data is from Full USPTO retrosynthesis dataset with 1.9M reactions from patents (1976-2016). The task is: Predict the reactants needed to synthesize the given product. Given the product [CH2:21]([O:20][C:18]([C:17]1[CH:25]=[N:9][N:8]([C:5]2[C:4]([F:10])=[CH:3][C:2]([Cl:1])=[CH:7][N:6]=2)[C:16]=1[CH3:15])=[O:19])[CH3:22], predict the reactants needed to synthesize it. The reactants are: [Cl:1][C:2]1[CH:3]=[C:4]([F:10])[C:5]([NH:8][NH2:9])=[N:6][CH:7]=1.CCOC=[CH:15][C:16](=O)[CH2:17][C:18]([O:20][CH2:21][CH3:22])=[O:19].Cl.[CH2:25](O)C.